Dataset: Full USPTO retrosynthesis dataset with 1.9M reactions from patents (1976-2016). Task: Predict the reactants needed to synthesize the given product. (1) Given the product [C:10]1([S:7]([C:4]2[CH:5]=[CH:6][C:1]([CH3:12])=[CH:2][CH:3]=2)(=[O:9])=[O:8])[CH2:16][CH:15]=[CH:14][CH2:13][CH:11]=1, predict the reactants needed to synthesize it. The reactants are: [C:1]1([CH3:12])[CH:6]=[CH:5][C:4]([S:7]([C:10]#[CH:11])(=[O:9])=[O:8])=[CH:3][CH:2]=1.[CH2:13]=[CH:14][CH:15]=[CH2:16]. (2) Given the product [CH3:16][CH:15]([CH3:17])[C:14](=[O:18])[CH2:13][N:12]1[C:4]2=[N:3][C:2]([N:28]3[CH2:29][C@@H:24]4[CH2:30][C@H:27]3[CH2:26][O:25]4)=[CH:7][C:6](=[O:8])[N:5]2[CH2:9][CH2:10][C@H:11]1[C:19]([F:22])([F:21])[F:20], predict the reactants needed to synthesize it. The reactants are: Cl[C:2]1[N:3]=[C:4]2[N:12]([CH2:13][C:14](=[O:18])[CH:15]([CH3:17])[CH3:16])[C@H:11]([C:19]([F:22])([F:21])[F:20])[CH2:10][CH2:9][N:5]2[C:6](=[O:8])[CH:7]=1.Cl.[C@H:24]12[CH2:30][C@H:27]([NH:28][CH2:29]1)[CH2:26][O:25]2.C(N(CC)CC)C. (3) Given the product [NH2:24][C@:20]1([CH2:21][OH:22])[CH2:26][CH2:27][C@@H:18]([C:13]2[CH:12]=[CH:11][C:10]3[CH2:9][CH:8]([CH2:7][CH2:6][CH2:5][CH2:4][CH2:3][O:2][CH3:1])[CH2:17][CH2:16][C:15]=3[CH:14]=2)[CH2:19]1, predict the reactants needed to synthesize it. The reactants are: [CH3:1][O:2][CH2:3][CH2:4][CH2:5][CH2:6][CH2:7][CH:8]1[CH2:17][CH2:16][C:15]2[CH:14]=[C:13]([C@@H:18]3[CH2:27][CH2:26][C@@:20]4([NH:24]C(=O)[O:22][CH2:21]4)[CH2:19]3)[CH:12]=[CH:11][C:10]=2[CH2:9]1.[OH-].[Na+].